Dataset: Forward reaction prediction with 1.9M reactions from USPTO patents (1976-2016). Task: Predict the product of the given reaction. (1) Given the reactants [CH3:1][C:2]1[N:3]=[C:4]2[S:19][CH:18]=[CH:17][N:5]2[C:6](=[O:16])[C:7]=1[C:8]1[CH:15]=[CH:14][C:11]([C:12]#[N:13])=[CH:10][CH:9]=1.[CH:20](=O)[C:21]1[CH:26]=[CH:25][CH:24]=[N:23][CH:22]=1.[O-]CC.[Na+], predict the reaction product. The product is: [O:16]=[C:6]1[N:5]2[CH:17]=[CH:18][S:19][C:4]2=[N:3][C:2](/[CH:1]=[CH:20]/[C:21]2[CH:22]=[N:23][CH:24]=[CH:25][CH:26]=2)=[C:7]1[C:8]1[CH:9]=[CH:10][C:11]([C:12]#[N:13])=[CH:14][CH:15]=1. (2) Given the reactants [OH:1][C:2]1[N:6]=[C:5]([C:7]2[CH:12]=[CH:11][C:10]([O:13][CH3:14])=[CH:9][CH:8]=2)[N:4]([C:15]2[CH:20]=[CH:19][C:18]([S:21]([NH2:24])(=[O:23])=[O:22])=[CH:17][CH:16]=2)[N:3]=1.[H-].[Na+].I[CH3:28].O, predict the reaction product. The product is: [CH3:28][O:1][C:2]1[N:6]=[C:5]([C:7]2[CH:12]=[CH:11][C:10]([O:13][CH3:14])=[CH:9][CH:8]=2)[N:4]([C:15]2[CH:20]=[CH:19][C:18]([S:21]([NH2:24])(=[O:23])=[O:22])=[CH:17][CH:16]=2)[N:3]=1.